From a dataset of NCI-60 drug combinations with 297,098 pairs across 59 cell lines. Regression. Given two drug SMILES strings and cell line genomic features, predict the synergy score measuring deviation from expected non-interaction effect. Drug 1: C1=C(C(=O)NC(=O)N1)N(CCCl)CCCl. Drug 2: CC1=C(C(CCC1)(C)C)C=CC(=CC=CC(=CC(=O)O)C)C. Cell line: OVCAR-4. Synergy scores: CSS=-1.29, Synergy_ZIP=-0.118, Synergy_Bliss=-0.130, Synergy_Loewe=-2.03, Synergy_HSA=-1.90.